Dataset: Reaction yield outcomes from USPTO patents with 853,638 reactions. Task: Predict the reaction yield, written as a fraction of the theoretical maximum amount of product (1.0 means a 100% yield; for example, 0.34 means a 34% yield). (1) The catalyst is CN(C=O)C. The yield is 0.450. The product is [CH3:1][O:2][C:3]1[CH:8]=[CH:7][N:6]=[C:5]([C:9]2[N:13]([CH3:16])[CH:12]=[CH:11][N:10]=2)[CH:4]=1. The reactants are [CH3:1][O:2][C:3]1[CH:8]=[CH:7][N:6]=[C:5]([C:9]2[NH:10][CH:11]=[CH:12][N:13]=2)[CH:4]=1.[H-].[Na+].[CH3:16]OS(C1C=CC(C)=CC=1)(=O)=O. (2) The reactants are CC1C=CC(S(N[C@H:12]([C:23]([NH:25][CH2:26][CH2:27][CH2:28][CH2:29][C@H:30]([N:34]([S:39]([C:42]2[CH:47]=[CH:46][C:45]([CH3:48])=[CH:44][CH:43]=2)(=[O:41])=[O:40])[CH2:35][CH:36]([CH3:38])[CH3:37])[C:31]([OH:33])=[O:32])=S)[CH2:13][C:14]2[C:22]3[C:17](=[CH:18][CH:19]=[CH:20][CH:21]=3)[NH:16][CH:15]=2)(=O)=O)=CC=1.[N:49]#[C:50][NH2:51].[NH4+:52].[Cl-]. The catalyst is CO. The product is [CH3:48][C:45]1[CH:46]=[CH:47][C:42]([S:39]([NH:52][C@H:12]([C:23]([NH:49][C:50]#[N:51])=[N:25][CH2:26][CH2:27][CH2:28][CH2:29][C@H:30]([N:34]([S:39]([C:42]2[CH:43]=[CH:44][C:45]([CH3:48])=[CH:46][CH:47]=2)(=[O:40])=[O:41])[CH2:35][CH:36]([CH3:37])[CH3:38])[C:31]([OH:33])=[O:32])[CH2:13][C:14]2[C:22]3[C:17](=[CH:18][CH:19]=[CH:20][CH:21]=3)[NH:16][CH:15]=2)(=[O:41])=[O:40])=[CH:43][CH:44]=1. The yield is 0.650.